From a dataset of Merck oncology drug combination screen with 23,052 pairs across 39 cell lines. Regression. Given two drug SMILES strings and cell line genomic features, predict the synergy score measuring deviation from expected non-interaction effect. (1) Drug 1: COC12C(COC(N)=O)C3=C(C(=O)C(C)=C(N)C3=O)N1CC1NC12. Drug 2: NC(=O)c1cccc2cn(-c3ccc(C4CCCNC4)cc3)nc12. Cell line: UWB1289. Synergy scores: synergy=4.94. (2) Drug 1: NC1(c2ccc(-c3nc4ccn5c(=O)[nH]nc5c4cc3-c3ccccc3)cc2)CCC1. Drug 2: CCc1cnn2c(NCc3ccc[n+]([O-])c3)cc(N3CCCCC3CCO)nc12. Cell line: SKOV3. Synergy scores: synergy=-0.318. (3) Drug 1: C=CCn1c(=O)c2cnc(Nc3ccc(N4CCN(C)CC4)cc3)nc2n1-c1cccc(C(C)(C)O)n1. Drug 2: COC1CC2CCC(C)C(O)(O2)C(=O)C(=O)N2CCCCC2C(=O)OC(C(C)CC2CCC(OP(C)(C)=O)C(OC)C2)CC(=O)C(C)C=C(C)C(O)C(OC)C(=O)C(C)CC(C)C=CC=CC=C1C. Cell line: A375. Synergy scores: synergy=42.6. (4) Drug 1: Nc1ccn(C2OC(CO)C(O)C2(F)F)c(=O)n1. Drug 2: COC1CC2CCC(C)C(O)(O2)C(=O)C(=O)N2CCCCC2C(=O)OC(C(C)CC2CCC(OP(C)(C)=O)C(OC)C2)CC(=O)C(C)C=C(C)C(O)C(OC)C(=O)C(C)CC(C)C=CC=CC=C1C. Cell line: RKO. Synergy scores: synergy=7.61. (5) Drug 1: O=S1(=O)NC2(CN1CC(F)(F)F)C1CCC2Cc2cc(C=CCN3CCC(C(F)(F)F)CC3)ccc2C1. Drug 2: O=P1(N(CCCl)CCCl)NCCCO1. Cell line: RPMI7951. Synergy scores: synergy=3.07. (6) Drug 1: CCC1=CC2CN(C1)Cc1c([nH]c3ccccc13)C(C(=O)OC)(c1cc3c(cc1OC)N(C)C1C(O)(C(=O)OC)C(OC(C)=O)C4(CC)C=CCN5CCC31C54)C2. Drug 2: COC1CC2CCC(C)C(O)(O2)C(=O)C(=O)N2CCCCC2C(=O)OC(C(C)CC2CCC(OP(C)(C)=O)C(OC)C2)CC(=O)C(C)C=C(C)C(O)C(OC)C(=O)C(C)CC(C)C=CC=CC=C1C. Cell line: DLD1. Synergy scores: synergy=10.2. (7) Drug 1: COC1CC2CCC(C)C(O)(O2)C(=O)C(=O)N2CCCCC2C(=O)OC(C(C)CC2CCC(OP(C)(C)=O)C(OC)C2)CC(=O)C(C)C=C(C)C(O)C(OC)C(=O)C(C)CC(C)C=CC=CC=C1C. Drug 2: COC1=C2CC(C)CC(OC)C(O)C(C)C=C(C)C(OC(N)=O)C(OC)C=CC=C(C)C(=O)NC(=CC1=O)C2=O. Cell line: MSTO. Synergy scores: synergy=58.2. (8) Drug 1: CN1C(=O)C=CC2(C)C3CCC4(C)C(NC(=O)OCC(F)(F)F)CCC4C3CCC12. Drug 2: COc1cccc2c1C(=O)c1c(O)c3c(c(O)c1C2=O)CC(O)(C(=O)CO)CC3OC1CC(N)C(O)C(C)O1. Cell line: DLD1. Synergy scores: synergy=3.70. (9) Drug 1: CN1C(=O)C=CC2(C)C3CCC4(C)C(NC(=O)OCC(F)(F)F)CCC4C3CCC12. Drug 2: N.N.O=C(O)C1(C(=O)O)CCC1.[Pt]. Cell line: OVCAR3. Synergy scores: synergy=-25.5.